Predict the product of the given reaction. From a dataset of Forward reaction prediction with 1.9M reactions from USPTO patents (1976-2016). (1) Given the reactants [CH2:1]1[C:7]2[CH:8]=[CH:9][CH:10]=[CH:11][C:6]=2[CH2:5][CH2:4][CH2:3][NH:2]1.Cl[C:13]1[CH:22]=[C:21](Cl)[C:20]2[C:15](=[CH:16][CH:17]=[CH:18][CH:19]=2)[N:14]=1.[CH3:24][NH:25][CH2:26][CH2:27][NH2:28].ClC1C=C(Cl)C2C(=CC=C(Cl)C=2)N=1.C(N)CN, predict the reaction product. The product is: [CH3:24][NH:25][CH2:26][CH2:27][NH:28][C:21]1[C:20]2[C:15](=[CH:16][CH:17]=[CH:18][CH:19]=2)[N:14]=[C:13]([N:2]2[CH2:3][CH2:4][CH2:5][C:6]3[CH:11]=[CH:10][CH:9]=[CH:8][C:7]=3[CH2:1]2)[CH:22]=1. (2) Given the reactants [C:1]12([C:11]3[CH:12]=[C:13](C4C=C5C(=CC=4)C=C(N4C(=O)C(=C)SC4=O)C=C5)[CH:14]=[CH:15][C:16]=3[O:17][CH3:18])[CH2:10][CH:5]3[CH2:6][CH:7]([CH2:9][CH:3]([CH2:4]3)[CH2:2]1)[CH2:8]2.Br[C:38]1[CH:47]=[CH:46][CH:45]=[C:44]2[C:39]=1[CH:40]=[CH:41][CH:42]=[C:43]2[CH:48]=[O:49], predict the reaction product. The product is: [C:1]12([C:11]3[CH:12]=[C:13]([C:38]4[CH:47]=[CH:46][CH:45]=[C:44]5[C:39]=4[CH:40]=[CH:41][CH:42]=[C:43]5[CH:48]=[O:49])[CH:14]=[CH:15][C:16]=3[O:17][CH3:18])[CH2:2][CH:3]3[CH2:4][CH:5]([CH2:6][CH:7]([CH2:9]3)[CH2:8]1)[CH2:10]2. (3) Given the reactants [Li]CCCC.CCCCCC.Br[C:13]1[CH:17]=[CH:16][S:15][C:14]=1[CH3:18].[CH2:19]1[O:21][CH2:20]1.B(F)(F)F.CCOCC, predict the reaction product. The product is: [CH3:18][C:14]1[S:15][CH:16]=[CH:17][C:13]=1[CH2:19][CH2:20][OH:21]. (4) Given the reactants [NH2:1][CH:2]([CH2:14][O:15][CH:16]([F:18])[F:17])[C:3]([NH:5][CH2:6][C:7]1[CH:12]=[CH:11][C:10](F)=[CH:9][CH:8]=1)=[O:4].C(N(CC)CC)C.[CH:26](=[O:28])[CH3:27], predict the reaction product. The product is: [C:26]([NH:1][CH:2]([CH2:14][O:15][CH:16]([F:18])[F:17])[C:3]([NH:5][CH2:6][C:7]1[CH:12]=[CH:11][CH:10]=[CH:9][CH:8]=1)=[O:4])(=[O:28])[CH3:27]. (5) Given the reactants [Cl:1][C:2]1[CH:3]=[CH:4][C:5]2[N:10]([CH3:11])[C:9](=[O:12])[O:8][C:7](=O)[C:6]=2[CH:14]=1.[NH2:15][CH2:16]C(O)=O, predict the reaction product. The product is: [Cl:1][C:2]1[CH:3]=[CH:4][C:5]2[N:10]([CH3:11])[C:9](=[O:12])[CH2:16][NH:15][C:7](=[O:8])[C:6]=2[CH:14]=1. (6) Given the reactants C(O[CH:4](OCC)[CH2:5][S:6][C:7]1[CH:12]=[CH:11][CH:10]=[C:9]([O:13][CH3:14])[CH:8]=1)C.C(=O)([O-])[O-].[Na+].[Na+], predict the reaction product. The product is: [CH3:14][O:13][C:9]1[CH:10]=[CH:11][C:12]2[CH:4]=[CH:5][S:6][C:7]=2[CH:8]=1. (7) Given the reactants [C:1](Cl)([C:14]1[CH:19]=[CH:18][CH:17]=[CH:16][CH:15]=1)([C:8]1[CH:13]=[CH:12][CH:11]=[CH:10][CH:9]=1)[C:2]1[CH:7]=[CH:6][CH:5]=[CH:4][CH:3]=1.CN(C)C=O.[CH3:26][C:27]1[N:28]=[CH:29][NH:30][CH:31]=1.C(N(CC)CC)C, predict the reaction product. The product is: [CH3:26][C:27]1[N:28]=[CH:29][N:30]([C:1]([C:14]2[CH:19]=[CH:18][CH:17]=[CH:16][CH:15]=2)([C:8]2[CH:13]=[CH:12][CH:11]=[CH:10][CH:9]=2)[C:2]2[CH:7]=[CH:6][CH:5]=[CH:4][CH:3]=2)[CH:31]=1.